Dataset: Full USPTO retrosynthesis dataset with 1.9M reactions from patents (1976-2016). Task: Predict the reactants needed to synthesize the given product. (1) The reactants are: Cl.[NH2:2][C:3]1[CH:4]=[C:5]2[C:10](=[CH:11][CH:12]=1)[CH2:9][NH:8][CH2:7][CH2:6]2.C[N:14]([CH:16]=[O:17])C.[C:18]1([CH3:30])[CH:23]=[CH:22][C:21]([S:24]([N:27]=[C:28]=[O:29])(=[O:26])=[O:25])=[CH:20][CH:19]=1.Cl. Given the product [CH3:30][C:18]1[CH:23]=[CH:22][C:21]([S:24]([NH:14][C:16]([N:8]2[CH2:7][CH2:6][C:5]3[C:10](=[CH:11][CH:12]=[C:3]([NH:2][C:28](=[O:29])[NH:27][S:24]([C:21]4[CH:20]=[CH:19][C:18]([CH3:30])=[CH:23][CH:22]=4)(=[O:25])=[O:26])[CH:4]=3)[CH2:9]2)=[O:17])(=[O:26])=[O:25])=[CH:20][CH:19]=1, predict the reactants needed to synthesize it. (2) Given the product [OH:53][CH2:52][CH2:51][O:50][CH2:49][CH2:48][NH:47][C:8]([C:7]1[CH:6]=[C:5]([CH:13]=[CH:12][CH:11]=1)[C:3]([O:2][CH3:1])=[O:4])=[O:10], predict the reactants needed to synthesize it. The reactants are: [CH3:1][O:2][C:3]([C:5]1[CH:6]=[C:7]([CH:11]=[CH:12][CH:13]=1)[C:8]([OH:10])=O)=[O:4].CN(C(ON1N=NC2C=CC=NC1=2)=[N+](C)C)C.F[P-](F)(F)(F)(F)F.C(N(CC)C(C)C)(C)C.[NH2:47][CH2:48][CH2:49][O:50][CH2:51][CH2:52][OH:53]. (3) The reactants are: [Cl:1][C:2]1[CH:7]=[CH:6][N:5]2[C:8](I)=[C:9]([CH2:11][NH:12][C:13](=[O:19])[O:14][C:15]([CH3:18])([CH3:17])[CH3:16])[N:10]=[C:4]2[CH:3]=1.C[CH2:22][N:23](C(C)C)C(C)C.O. Given the product [Cl:1][C:2]1[CH:7]=[CH:6][N:5]2[C:8]([C:22]#[N:23])=[C:9]([CH2:11][NH:12][C:13](=[O:19])[O:14][C:15]([CH3:18])([CH3:17])[CH3:16])[N:10]=[C:4]2[CH:3]=1, predict the reactants needed to synthesize it. (4) Given the product [Br:26][C:8]1[CH:9]=[CH:10][C:11]2[C:16](=[CH:15][CH:14]=[C:13]([Br:17])[C:12]=2[C:29]#[C:30][CH2:31][CH2:32][CH2:33][CH3:34])[C:7]=1[C:16]#[C:7][CH2:8][CH2:9][CH2:10][CH3:11], predict the reactants needed to synthesize it. The reactants are: FC(F)(F)S(O[C:7]1[C:16]2[C:11](=[C:12](OS(C(F)(F)F)(=O)=O)[C:13]([Br:17])=[CH:14][CH:15]=2)[CH:10]=[CH:9][C:8]=1[Br:26])(=O)=O.[CH:29]#[C:30][CH2:31][CH2:32][CH2:33][CH3:34].O.Cl.